From a dataset of Peptide-MHC class II binding affinity with 134,281 pairs from IEDB. Regression. Given a peptide amino acid sequence and an MHC pseudo amino acid sequence, predict their binding affinity value. This is MHC class II binding data. (1) The binding affinity (normalized) is 0.405. The peptide sequence is PEAKYDAYVATLTEA. The MHC is DRB1_0401 with pseudo-sequence DRB1_0401. (2) The peptide sequence is LCSDKQPCNGVTMND. The MHC is HLA-DQA10101-DQB10501 with pseudo-sequence HLA-DQA10101-DQB10501. The binding affinity (normalized) is 0.0440. (3) The peptide sequence is KAQGKTLGVNMVRRG. The MHC is HLA-DQA10501-DQB10303 with pseudo-sequence HLA-DQA10501-DQB10303. The binding affinity (normalized) is 0.463. (4) The peptide sequence is PSFAGLRPTFDTRLM. The MHC is HLA-DPA10201-DPB10101 with pseudo-sequence HLA-DPA10201-DPB10101. The binding affinity (normalized) is 0.221. (5) The peptide sequence is KASFEEGKCGLNSVD. The MHC is HLA-DQA10501-DQB10302 with pseudo-sequence HLA-DQA10501-DQB10302. The binding affinity (normalized) is 0. (6) The peptide sequence is MMIHTLEALDYKECE. The MHC is HLA-DQA10201-DQB10303 with pseudo-sequence HLA-DQA10201-DQB10303. The binding affinity (normalized) is 0.419.